Dataset: Full USPTO retrosynthesis dataset with 1.9M reactions from patents (1976-2016). Task: Predict the reactants needed to synthesize the given product. (1) Given the product [Cl:24][C:13]1[C:11]2[N:12]=[C:7]([C:4]3[CH:3]=[CH:2][N:1]=[CH:6][CH:5]=3)[N:8]=[C:9]([OH:16])[C:10]=2[S:15][CH:14]=1, predict the reactants needed to synthesize it. The reactants are: [N:1]1[CH:6]=[CH:5][C:4]([C:7]2[N:8]=[C:9]([OH:16])[C:10]3[S:15][CH:14]=[CH:13][C:11]=3[N:12]=2)=[CH:3][CH:2]=1.C1C(=O)N([Cl:24])C(=O)C1. (2) The reactants are: [CH3:1][C:2]1([CH3:31])[CH:11]=[C:10]([CH3:12])[C:9]2[C:4](=[CH:5][CH:6]=[C:7]([CH2:13][S:14]([C:17]3[CH:22]=[CH:21][C:20]([CH3:23])=[CH:19][CH:18]=3)(=[O:16])=[O:15])[CH:8]=2)[N:3]1[C:24]([O:26][C:27]([CH3:30])([CH3:29])[CH3:28])=[O:25].[CH3:32]N(C)CCN(C)C.CI.[Cl-].[NH4+]. Given the product [CH3:1][C:2]1([CH3:31])[CH:11]=[C:10]([CH3:12])[C:9]2[C:4](=[CH:5][CH:6]=[C:7]([CH:13]([S:14]([C:17]3[CH:18]=[CH:19][C:20]([CH3:23])=[CH:21][CH:22]=3)(=[O:16])=[O:15])[CH3:32])[CH:8]=2)[N:3]1[C:24]([O:26][C:27]([CH3:30])([CH3:29])[CH3:28])=[O:25], predict the reactants needed to synthesize it. (3) Given the product [Cl:1][C:2]1[CH:14]=[C:13]2[C:5]([C:6]3[CH2:7][CH2:8][CH2:9][C:10](=[O:22])[C:11]=3[NH:12]2)=[CH:4][C:3]=1[F:23], predict the reactants needed to synthesize it. The reactants are: [Cl:1][C:2]1[CH:14]=[C:13]2[C:5]([C:6]3[CH2:7][CH2:8][CH2:9][C:10](=[O:22])[C:11]=3[N:12]2C(OC(C)(C)C)=O)=[CH:4][C:3]=1[F:23].C(O)(C(F)(F)F)=O.C([O-])(O)=O.[Na+]. (4) Given the product [Br:8][C:9]1[CH:17]=[C:16]2[C:12](=[CH:11][CH:10]=1)[CH2:13][C:14]1([CH2:23][CH2:22][CH:21]([CH:24]([F:25])[F:26])[CH2:20][CH2:19]1)[C:15]2=[N:7][S:5]([C:2]([CH3:4])([CH3:3])[CH3:1])=[O:6], predict the reactants needed to synthesize it. The reactants are: [CH3:1][C:2]([S:5]([NH2:7])=[O:6])([CH3:4])[CH3:3].[Br:8][C:9]1[CH:17]=[C:16]2[C:12]([CH2:13][C:14]3([CH2:23][CH2:22][CH:21]([CH:24]([F:26])[F:25])[CH2:20][CH2:19]3)[C:15]2=O)=[CH:11][CH:10]=1.CCOC(C)=O.C([O-])(O)=O.[Na+]. (5) Given the product [O:47]1[CH:48]=[CH:44][CH:45]=[C:46]1[C:19]1[N:13]=[N:12][N:11]([C:5]2[CH:10]=[CH:9][CH:8]=[CH:7][CH:6]=2)[CH:20]=1, predict the reactants needed to synthesize it. The reactants are: C[SiH](C)C.[C:5]1([N:11]=[N+:12]=[N-:13])[CH:10]=[CH:9][CH:8]=[CH:7][CH:6]=1.CN(C)CCN(C)[CH2:19][CH2:20]N(C)C.CCCC[N+](CCCC)(CCCC)CCCC.[F-].[CH2:44]1[CH2:48][O:47][CH2:46][CH2:45]1. (6) Given the product [CH3:16][O:17][C:18]1[CH:19]=[C:20]2[C:25](=[C:26]([N:28]3[CH2:29][CH2:30][N:31]([CH:13]([CH3:15])[CH2:12][C:8]4[C:7]5[CH:6]=[CH:5][CH:4]=[C:3]([O:2][CH3:1])[C:11]=5[O:10][CH:9]=4)[CH2:32][CH2:33]3)[CH:27]=1)[N:24]=[CH:23][CH:22]=[CH:21]2, predict the reactants needed to synthesize it. The reactants are: [CH3:1][O:2][C:3]1[C:11]2[O:10][CH:9]=[C:8]([CH2:12][C:13]([CH3:15])=O)[C:7]=2[CH:6]=[CH:5][CH:4]=1.[CH3:16][O:17][C:18]1[CH:19]=[C:20]2[C:25](=[C:26]([N:28]3[CH2:33][CH2:32][NH:31][CH2:30][CH2:29]3)[CH:27]=1)[N:24]=[CH:23][CH:22]=[CH:21]2.C(O[BH-](OC(=O)C)OC(=O)C)(=O)C.[Na+]. (7) Given the product [C:35]1([C:2]2[N:7]3[CH:8]=[C:9]([CH2:11][O:12][C:13]4[CH:34]=[CH:33][C:16]([CH2:17][O:18]/[N:19]=[C:20](/[C:27]5[CH:32]=[CH:31][CH:30]=[CH:29][CH:28]=5)\[CH2:21][CH2:22][C:23]([O:25][CH3:26])=[O:24])=[CH:15][CH:14]=4)[N:10]=[C:6]3[CH:5]=[CH:4][CH:3]=2)[CH:40]=[CH:39][CH:38]=[CH:37][CH:36]=1, predict the reactants needed to synthesize it. The reactants are: Cl[C:2]1[N:7]2[CH:8]=[C:9]([CH2:11][O:12][C:13]3[CH:34]=[CH:33][C:16]([CH2:17][O:18]/[N:19]=[C:20](/[C:27]4[CH:32]=[CH:31][CH:30]=[CH:29][CH:28]=4)\[CH2:21][CH2:22][C:23]([O:25][CH3:26])=[O:24])=[CH:15][CH:14]=3)[N:10]=[C:6]2[CH:5]=[CH:4][CH:3]=1.[C:35]1(B(O)O)[CH:40]=[CH:39][CH:38]=[CH:37][CH:36]=1.C(=O)(O)[O-].[Na+].C1(C)C=CC=CC=1. (8) Given the product [ClH:31].[ClH:31].[CH:1]1([NH:7][C:8]2[C:12]3([CH2:13][CH2:14][NH:15][CH2:16][CH2:17]3)[N:11]([CH2:25][CH2:26][CH2:27][CH:28]=[CH2:29])[C:10](=[O:30])[N:9]=2)[CH2:2][CH2:3][CH2:4][CH2:5][CH2:6]1, predict the reactants needed to synthesize it. The reactants are: [CH:1]1([NH:7][C:8]2[C:12]3([CH2:17][CH2:16][N:15](C(OC(C)(C)C)=O)[CH2:14][CH2:13]3)[N:11]([CH2:25][CH2:26][CH2:27][CH:28]=[CH2:29])[C:10](=[O:30])[N:9]=2)[CH2:6][CH2:5][CH2:4][CH2:3][CH2:2]1.[ClH:31]. (9) Given the product [OH:8][C:9]1[CH:10]=[CH:11][C:12]([N:15]2[C:19]([C:20]3[CH:32]=[CH:31][C:23]([O:24][CH2:25][CH2:26][NH:27][C:28]([NH2:30])=[O:29])=[CH:22][CH:21]=3)=[CH:18][C:17]([C:33]([F:35])([F:36])[F:34])=[N:16]2)=[CH:13][CH:14]=1, predict the reactants needed to synthesize it. The reactants are: C([O:8][C:9]1[CH:14]=[CH:13][C:12]([N:15]2[C:19]([C:20]3[CH:32]=[CH:31][C:23]([O:24][CH2:25][CH2:26][NH:27][C:28]([NH2:30])=[O:29])=[CH:22][CH:21]=3)=[CH:18][C:17]([C:33]([F:36])([F:35])[F:34])=[N:16]2)=[CH:11][CH:10]=1)C1C=CC=CC=1. (10) Given the product [NH2:1][C:2]1[CH:7]=[CH:6][CH:5]=[CH:4][C:3]=1[NH:8][C:9](=[O:17])[C:10]1[CH:15]=[CH:14][C:13]([NH:21][CH2:20][CH2:19][CH2:18][NH2:22])=[N:12][CH:11]=1, predict the reactants needed to synthesize it. The reactants are: [NH2:1][C:2]1[CH:7]=[CH:6][CH:5]=[CH:4][C:3]=1[NH:8][C:9](=[O:17])[C:10]1[CH:15]=[CH:14][C:13](Cl)=[N:12][CH:11]=1.[CH2:18]([NH2:22])[CH2:19][CH2:20][NH2:21].